This data is from NCI-60 drug combinations with 297,098 pairs across 59 cell lines. The task is: Regression. Given two drug SMILES strings and cell line genomic features, predict the synergy score measuring deviation from expected non-interaction effect. (1) Drug 1: CN1CCC(CC1)COC2=C(C=C3C(=C2)N=CN=C3NC4=C(C=C(C=C4)Br)F)OC. Drug 2: CC1=C(C(CCC1)(C)C)C=CC(=CC=CC(=CC(=O)O)C)C. Cell line: HOP-92. Synergy scores: CSS=16.9, Synergy_ZIP=-2.62, Synergy_Bliss=-0.729, Synergy_Loewe=5.24, Synergy_HSA=2.92. (2) Drug 1: C1CCN(CC1)CCOC2=CC=C(C=C2)C(=O)C3=C(SC4=C3C=CC(=C4)O)C5=CC=C(C=C5)O. Drug 2: CNC(=O)C1=CC=CC=C1SC2=CC3=C(C=C2)C(=NN3)C=CC4=CC=CC=N4. Cell line: RPMI-8226. Synergy scores: CSS=-8.77, Synergy_ZIP=11.6, Synergy_Bliss=14.4, Synergy_Loewe=-0.394, Synergy_HSA=-0.399.